This data is from Full USPTO retrosynthesis dataset with 1.9M reactions from patents (1976-2016). The task is: Predict the reactants needed to synthesize the given product. The reactants are: [C:1]([C:3]1[CH:8]=[CH:7][C:6]([CH2:9][CH2:10][C:11]([O:13][CH3:14])=[O:12])=[CH:5][CH:4]=1)#[CH:2].I[C:16]1[CH:21]=[CH:20][CH:19]=[C:18]([CH3:22])[CH:17]=1. Given the product [C:18]1([CH3:22])[CH:19]=[CH:20][CH:21]=[C:16]([C:2]#[C:1][C:3]2[CH:8]=[CH:7][C:6]([CH2:9][CH2:10][C:11]([O:13][CH3:14])=[O:12])=[CH:5][CH:4]=2)[CH:17]=1, predict the reactants needed to synthesize it.